This data is from Buchwald-Hartwig C-N cross coupling reaction yields with 55,370 reactions. The task is: Predict the reaction yield, written as a fraction of the theoretical maximum amount of product (1.0 means a 100% yield; for example, 0.34 means a 34% yield). (1) The reactants are COc1ccc(Cl)cc1.Cc1ccc(N)cc1.O=S(=O)(O[Pd]1c2ccccc2-c2ccccc2N~1)C(F)(F)F.COc1ccc(OC)c(P([C@]23C[C@H]4C[C@H](C[C@H](C4)C2)C3)[C@]23C[C@H]4C[C@H](C[C@H](C4)C2)C3)c1-c1c(C(C)C)cc(C(C)C)cc1C(C)C.CN1CCCN2CCCN=C12.Cc1ccno1. No catalyst specified. The product is COc1ccc(Nc2ccc(C)cc2)cc1. The yield is 0.00382. (2) The reactants are Ic1ccccn1.Cc1ccc(N)cc1.O=S(=O)(O[Pd]1c2ccccc2-c2ccccc2N~1)C(F)(F)F.COc1ccc(OC)c(P(C(C)(C)C)C(C)(C)C)c1-c1c(C(C)C)cc(C(C)C)cc1C(C)C.CN1CCCN2CCCN=C12.Cc1cc(-c2ccccc2)on1. No catalyst specified. The product is Cc1ccc(Nc2ccccn2)cc1. The yield is 0.891. (3) The reactants are Ic1cccnc1.Cc1ccc(N)cc1.O=S(=O)(O[Pd]1c2ccccc2-c2ccccc2N~1)C(F)(F)F.COc1ccc(OC)c(P(C(C)(C)C)C(C)(C)C)c1-c1c(C(C)C)cc(C(C)C)cc1C(C)C.CN(C)C(=NC(C)(C)C)N(C)C.c1ccc(CN(Cc2ccccc2)c2ccno2)cc1. No catalyst specified. The product is Cc1ccc(Nc2cccnc2)cc1. The yield is 0.575. (4) The reactants are Brc1cccnc1.Cc1ccc(N)cc1.O=S(=O)(O[Pd]1c2ccccc2-c2ccccc2N~1)C(F)(F)F.COc1ccc(OC)c(P(C(C)(C)C)C(C)(C)C)c1-c1c(C(C)C)cc(C(C)C)cc1C(C)C.CCN=P(N=P(N(C)C)(N(C)C)N(C)C)(N(C)C)N(C)C.Cc1ccon1. No catalyst specified. The product is Cc1ccc(Nc2cccnc2)cc1. The yield is 0.00955. (5) No catalyst specified. The yield is 0.365. The product is Cc1ccc(Nc2cccnc2)cc1. The reactants are Clc1cccnc1.Cc1ccc(N)cc1.O=S(=O)(O[Pd]1c2ccccc2-c2ccccc2N~1)C(F)(F)F.CC(C)c1cc(C(C)C)c(-c2ccccc2P(C(C)(C)C)C(C)(C)C)c(C(C)C)c1.CCN=P(N=P(N(C)C)(N(C)C)N(C)C)(N(C)C)N(C)C.CCOC(=O)c1cc(C)on1. (6) The reactants are COc1ccc(Cl)cc1.Cc1ccc(N)cc1.O=S(=O)(O[Pd]1c2ccccc2-c2ccccc2N~1)C(F)(F)F.COc1ccc(OC)c(P([C@]23C[C@H]4C[C@H](C[C@H](C4)C2)C3)[C@]23C[C@H]4C[C@H](C[C@H](C4)C2)C3)c1-c1c(C(C)C)cc(C(C)C)cc1C(C)C.CN1CCCN2CCCN=C12.c1ccc(CN(Cc2ccccc2)c2ccno2)cc1. No catalyst specified. The product is COc1ccc(Nc2ccc(C)cc2)cc1. The yield is 0. (7) The reactants are Brc1cccnc1.Cc1ccc(N)cc1.O=S(=O)(O[Pd]1c2ccccc2-c2ccccc2N~1)C(F)(F)F.COc1ccc(OC)c(P(C(C)(C)C)C(C)(C)C)c1-c1c(C(C)C)cc(C(C)C)cc1C(C)C.CN(C)C(=NC(C)(C)C)N(C)C.COC(=O)c1cc(-c2ccco2)on1. No catalyst specified. The product is Cc1ccc(Nc2cccnc2)cc1. The yield is 0.582. (8) The reactants are Ic1cccnc1.Cc1ccc(N)cc1.O=S(=O)(O[Pd]1c2ccccc2-c2ccccc2N~1)C(F)(F)F.COc1ccc(OC)c(P(C(C)(C)C)C(C)(C)C)c1-c1c(C(C)C)cc(C(C)C)cc1C(C)C.CN1CCCN2CCCN=C12.Cc1cc(-n2cccc2)no1. No catalyst specified. The product is Cc1ccc(Nc2cccnc2)cc1. The yield is 0.808. (9) The reactants are FC(F)(F)c1ccc(I)cc1.Cc1ccc(N)cc1.O=S(=O)(O[Pd]1c2ccccc2-c2ccccc2N~1)C(F)(F)F.COc1ccc(OC)c(P([C@]23C[C@H]4C[C@H](C[C@H](C4)C2)C3)[C@]23C[C@H]4C[C@H](C[C@H](C4)C2)C3)c1-c1c(C(C)C)cc(C(C)C)cc1C(C)C.CN(C)C(=NC(C)(C)C)N(C)C.Cc1cc(-c2ccccc2)on1. No catalyst specified. The product is Cc1ccc(Nc2ccc(C(F)(F)F)cc2)cc1. The yield is 0.391. (10) The reactants are Clc1ccccn1.Cc1ccc(N)cc1.O=S(=O)(O[Pd]1c2ccccc2-c2ccccc2N~1)C(F)(F)F.COc1ccc(OC)c(P([C@]23C[C@H]4C[C@H](C[C@H](C4)C2)C3)[C@]23C[C@H]4C[C@H](C[C@H](C4)C2)C3)c1-c1c(C(C)C)cc(C(C)C)cc1C(C)C.CCN=P(N=P(N(C)C)(N(C)C)N(C)C)(N(C)C)N(C)C.c1ccc(-c2cnoc2)cc1. No catalyst specified. The product is Cc1ccc(Nc2ccccn2)cc1. The yield is 0.193.